Dataset: Forward reaction prediction with 1.9M reactions from USPTO patents (1976-2016). Task: Predict the product of the given reaction. (1) Given the reactants [CH3:1][C:2]1([CH3:28])[C:14](=[CH2:15])[C:13](=[O:16])[C:12]2[C:11]3[C:6](=[CH:7][CH:8]=[CH:9][CH:10]=3)[N:5]([CH2:17][C:18]3[CH:27]=[CH:26][C:21]([C:22]([O:24][CH3:25])=[O:23])=[CH:20][CH:19]=3)[C:4]=2[CH2:3]1.[NH:29]1[CH2:34][CH2:33][O:32][CH2:31][CH2:30]1, predict the reaction product. The product is: [CH3:1][C:2]1([CH3:28])[CH:14]([CH2:15][N:29]2[CH2:34][CH2:33][O:32][CH2:31][CH2:30]2)[C:13](=[O:16])[C:12]2[C:11]3[C:6](=[CH:7][CH:8]=[CH:9][CH:10]=3)[N:5]([CH2:17][C:18]3[CH:19]=[CH:20][C:21]([C:22]([O:24][CH3:25])=[O:23])=[CH:26][CH:27]=3)[C:4]=2[CH2:3]1. (2) Given the reactants [CH3:1][N:2]([CH3:16])[CH2:3][CH2:4][CH2:5][C:6]#[C:7][C:8]1[CH:13]=[CH:12][C:11]([NH:14][CH3:15])=[CH:10][CH:9]=1.[F:17][C:18]([F:30])([F:29])[C:19]1[CH:24]=[CH:23][C:22]([S:25](Cl)(=[O:27])=[O:26])=[CH:21][CH:20]=1, predict the reaction product. The product is: [CH3:16][N:2]([CH3:1])[CH2:3][CH2:4][CH2:5][C:6]#[C:7][C:8]1[CH:9]=[CH:10][C:11]([N:14]([CH3:15])[S:25]([C:22]2[CH:21]=[CH:20][C:19]([C:18]([F:17])([F:29])[F:30])=[CH:24][CH:23]=2)(=[O:27])=[O:26])=[CH:12][CH:13]=1. (3) Given the reactants [F:1][C:2]([F:12])([F:11])[O:3][C:4]1[CH:10]=[CH:9][C:7]([NH2:8])=[CH:6][CH:5]=1.CO[CH2:15][CH2:16][C:17]12[CH2:24][CH2:23][C:20]([CH3:25])([CH2:21][CH2:22]1)[O:19][C:18]2=O.[Cl-].C[Al+]C, predict the reaction product. The product is: [CH3:25][C:20]1[CH2:23][CH2:24][C:17]2([C:18](=[O:19])[N:8]([C:7]3[CH:9]=[CH:10][C:4]([O:3][C:2]([F:11])([F:12])[F:1])=[CH:5][CH:6]=3)[CH2:15][CH2:16]2)[CH2:22][CH:21]=1. (4) Given the reactants Br[C:2]1[CH:9]=[CH:8][C:5]([CH:6]=[O:7])=[C:4]([O:10][CH3:11])[CH:3]=1.[Cl:12]N1C(=O)CCC1=O.[CH:20]([O:22][C:23]1[CH:28]=[CH:27][CH:26]=[CH:25][CH:24]=1)=[O:21].C1(P(C2C=CC=CC=2)C2C3OC4C(=CC=CC=4P(C4C=CC=CC=4)C4C=CC=CC=4)C(C)(C)C=3C=CC=2)C=CC=CC=1.C(N(CC)CC)C, predict the reaction product. The product is: [Cl:12][C:9]1[CH:8]=[C:5]([CH:6]=[O:7])[C:4]([O:10][CH3:11])=[CH:3][C:2]=1[C:20]([O:22][C:23]1[CH:28]=[CH:27][CH:26]=[CH:25][CH:24]=1)=[O:21]. (5) Given the reactants [Cl:1][C:2]1[CH:3]=[C:4]([CH2:19][N:20]2[C:24]([CH3:25])=[CH:23][C:22]([C:26](O)=[O:27])=[N:21]2)[C:5]2[O:9][C:8]([C:10]3[CH:15]=[CH:14][C:13]([C:16]#[N:17])=[CH:12][CH:11]=3)=[CH:7][C:6]=2[CH:18]=1.C(N1CCOCC1)C.[NH2:37][CH2:38][CH:39]1[CH2:44][CH2:43][N:42]([C:45]([O:47][C:48]([CH3:51])([CH3:50])[CH3:49])=[O:46])[CH2:41][CH2:40]1.O.ON1C2C=CC=CC=2N=N1.CN(C)CCCN=C=NCC, predict the reaction product. The product is: [Cl:1][C:2]1[CH:3]=[C:4]([CH2:19][N:20]2[C:24]([CH3:25])=[CH:23][C:22]([C:26]([NH:37][CH2:38][CH:39]3[CH2:44][CH2:43][N:42]([C:45]([O:47][C:48]([CH3:51])([CH3:50])[CH3:49])=[O:46])[CH2:41][CH2:40]3)=[O:27])=[N:21]2)[C:5]2[O:9][C:8]([C:10]3[CH:15]=[CH:14][C:13]([C:16]#[N:17])=[CH:12][CH:11]=3)=[CH:7][C:6]=2[CH:18]=1. (6) Given the reactants C(O[C:4](=[C:6]([C:9]#[N:10])[C:7]#[N:8])[CH3:5])C.[CH3:11][NH:12][NH2:13], predict the reaction product. The product is: [NH2:8][C:7]1[N:12]([CH3:11])[N:13]=[C:4]([CH3:5])[C:6]=1[C:9]#[N:10].